Dataset: Reaction yield outcomes from USPTO patents with 853,638 reactions. Task: Predict the reaction yield, written as a fraction of the theoretical maximum amount of product (1.0 means a 100% yield; for example, 0.34 means a 34% yield). The reactants are [CH2:1]1[CH2:5][O:4][CH2:3][CH2:2]1.[OH:6][C:7]1[CH:20]=[CH:19][C:18]2[C:17](=[O:21])[C:16]3[C:11](=[CH:12][CH:13]=[C:14]([OH:22])[CH:15]=3)[C:10](=[O:23])[C:9]=2[CH:8]=1.[C:24](Cl)(=[O:42])[CH2:25][CH2:26][CH2:27][CH2:28][CH2:29][CH2:30][CH2:31][CH2:32][CH2:33][CH2:34][CH2:35][CH2:36][CH2:37][CH2:38][CH2:39][CH2:40][CH3:41]. The catalyst is C(N(CC)CC)C. The product is [C:24]([O:6][C:7]1[CH:20]=[CH:19][C:18]2[C:17](=[O:21])[C:16]3[C:11](=[CH:12][CH:13]=[C:14]([O:22][C:3](=[O:4])[CH2:2][CH2:1][CH2:5][CH2:10][CH2:11][CH2:12][CH2:13][CH2:14][CH2:15][CH2:16][CH2:17][CH2:18][CH2:9][CH2:8][CH2:7][CH2:20][CH3:19])[CH:15]=3)[C:10](=[O:23])[C:9]=2[CH:8]=1)(=[O:42])[CH2:25][CH2:26][CH2:27][CH2:28][CH2:29][CH2:30][CH2:31][CH2:32][CH2:33][CH2:34][CH2:35][CH2:36][CH2:37][CH2:38][CH2:39][CH2:40][CH3:41]. The yield is 0.400.